This data is from Reaction yield outcomes from USPTO patents with 853,638 reactions. The task is: Predict the reaction yield, written as a fraction of the theoretical maximum amount of product (1.0 means a 100% yield; for example, 0.34 means a 34% yield). The reactants are [CH:1]12[O:6][CH:2]1[CH2:3][CH2:4][CH2:5]2.[N-:7]=[N+:8]=[N-:9].[Na+].[NH4+].[Cl-]. The catalyst is CO.O. The product is [N:7]([C@@H:1]1[CH2:5][CH2:4][CH2:3][C@H:2]1[OH:6])=[N+:8]=[N-:9]. The yield is 0.930.